Predict the product of the given reaction. From a dataset of Forward reaction prediction with 1.9M reactions from USPTO patents (1976-2016). (1) Given the reactants [CH3:1][C:2]1[CH:3]=[C:4]([CH:27]=[CH:28][CH:29]=1)[CH2:5][N:6]1[CH2:11][CH2:10][CH2:9][CH2:8][C@@H:7]1[C:12]([NH:14][C@H:15]([C:17]1[CH:26]=[CH:25][C:20]([C:21]([O:23]C)=[O:22])=[CH:19][CH:18]=1)[CH3:16])=[O:13].O[Li:31].O, predict the reaction product. The product is: [CH3:1][C:2]1[CH:3]=[C:4]([CH:27]=[CH:28][CH:29]=1)[CH2:5][N:6]1[CH2:11][CH2:10][CH2:9][CH2:8][C@@H:7]1[C:12]([NH:14][C@H:15]([C:17]1[CH:18]=[CH:19][C:20]([C:21]([O-:23])=[O:22])=[CH:25][CH:26]=1)[CH3:16])=[O:13].[Li+:31]. (2) The product is: [NH2:1][C:2]1[N:6]([CH:7]2[CH2:12][CH2:11][NH:9][CH2:8]2)[N:5]=[C:4]([C:13]2[CH:18]=[CH:17][C:16]([O:19][C:20]3[CH:21]=[CH:22][CH:23]=[CH:24][CH:25]=3)=[CH:15][CH:14]=2)[C:3]=1[C:26]([NH2:28])=[O:27]. Given the reactants [NH2:1][C:2]1[N:6]([CH:7]2[CH2:12][CH2:11]C[NH:9][CH2:8]2)[N:5]=[C:4]([C:13]2[CH:18]=[CH:17][C:16]([O:19][C:20]3[CH:25]=[CH:24][CH:23]=[CH:22][CH:21]=3)=[CH:15][CH:14]=2)[C:3]=1[C:26]([NH2:28])=[O:27].O(C1C=CC(C(OC)=C(C#N)C#N)=CC=1)C1C=CC=CC=1.N(C1CCN(C(OCC2C=CC=CC=2)=O)C1)N, predict the reaction product. (3) Given the reactants C(Cl)(=O)C(Cl)=O.[C:7]1([N:13]([C:29]2[CH:34]=[CH:33][CH:32]=[CH:31][CH:30]=2)[C:14](=O)[N:15]([C:22]2[CH:27]=[CH:26][CH:25]=[CH:24][CH:23]=2)[C:16]2[CH:21]=[CH:20][CH:19]=[CH:18][CH:17]=2)[CH:12]=[CH:11][CH:10]=[CH:9][CH:8]=1.[NH3:35].CO, predict the reaction product. The product is: [C:7]1([N:13]([C:29]2[CH:34]=[CH:33][CH:32]=[CH:31][CH:30]=2)[C:14]([N:15]([C:22]2[CH:27]=[CH:26][CH:25]=[CH:24][CH:23]=2)[C:16]2[CH:21]=[CH:20][CH:19]=[CH:18][CH:17]=2)=[NH:35])[CH:12]=[CH:11][CH:10]=[CH:9][CH:8]=1. (4) Given the reactants [NH2:1][C:2]1[CH:3]=[CH:4][C:5]([F:21])=[C:6]([C@:8]2([CH3:20])[C@@H:13]([F:14])[C@@H:12]([C:15]([F:18])([F:17])[F:16])[O:11][C:10]([NH2:19])=[N:9]2)[CH:7]=1.[C:22]([C:24]1[CH:25]=[CH:26][C:27]([C:30](O)=[O:31])=[N:28][CH:29]=1)#[N:23].C[N+]1(C2N=C(OC)N=C(OC)N=2)CCOCC1.[Cl-], predict the reaction product. The product is: [NH2:19][C:10]1[O:11][C@H:12]([C:15]([F:18])([F:17])[F:16])[C@H:13]([F:14])[C@:8]([C:6]2[CH:7]=[C:2]([NH:1][C:30](=[O:31])[C:27]3[CH:26]=[CH:25][C:24]([C:22]#[N:23])=[CH:29][N:28]=3)[CH:3]=[CH:4][C:5]=2[F:21])([CH3:20])[N:9]=1. (5) Given the reactants OC[CH:3]([NH:14][C:15](=[O:21])[O:16][C:17](C)(C)C)[CH:4]1[CH2:13][CH2:12][C:7]2([O:11][CH2:10][CH2:9][O:8]2)[CH2:6][CH2:5]1.O1CCCC1.CC(C)([O-])C.[K+], predict the reaction product. The product is: [O:8]1[C:7]2([CH2:6][CH2:5][CH:4]([CH:3]3[CH2:17][O:16][C:15](=[O:21])[NH:14]3)[CH2:13][CH2:12]2)[O:11][CH2:10][CH2:9]1. (6) Given the reactants [C:1]([C:3]1[C:4]([N:9]=[CH:10][N:11](C)C)=[N:5][CH:6]=[N:7][CH:8]=1)#[N:2].N[C:15]1[CH:20]=[C:19]([O:21][CH2:22][C:23]2[CH:28]=[CH:27][CH:26]=[CH:25][CH:24]=2)[CH:18]=[CH:17][C:16]=1[S:29][C:30]1[CH:35]=[CH:34][C:33]([OH:36])=[CH:32][CH:31]=1.NC1C=C(C)C=CC=1SC1C=CC(O)=CC=1.C(C1C(N=CN(C)C)=NC(SCC)=NC=1)#N, predict the reaction product. The product is: [CH2:22]([O:21][C:19]1[CH:18]=[CH:17][C:16]([S:29][C:30]2[CH:31]=[CH:32][C:33]([OH:36])=[CH:34][CH:35]=2)=[C:15]([NH:2][C:1]2[C:3]3[C:4](=[N:5][CH:6]=[N:7][CH:8]=3)[N:9]=[CH:10][N:11]=2)[CH:20]=1)[C:23]1[CH:24]=[CH:25][CH:26]=[CH:27][CH:28]=1. (7) Given the reactants Cl.[NH:2]1[CH2:7][CH2:6][CH2:5][CH:4]([OH:8])[CH2:3]1.C(N(CC)CC)C.[C:16](O[C:16]([O:18][C:19]([CH3:22])([CH3:21])[CH3:20])=[O:17])([O:18][C:19]([CH3:22])([CH3:21])[CH3:20])=[O:17].C(OCC)C, predict the reaction product. The product is: [OH:8][CH:4]1[CH2:5][CH2:6][CH2:7][N:2]([C:16]([O:18][C:19]([CH3:22])([CH3:21])[CH3:20])=[O:17])[CH2:3]1.